Dataset: Forward reaction prediction with 1.9M reactions from USPTO patents (1976-2016). Task: Predict the product of the given reaction. Given the reactants [C:1]([O:5][C:6](=[O:23])[NH:7][C:8]1[CH:13]=[C:12]([CH:14]=[CH2:15])[C:11]([C:16]([F:19])([F:18])[F:17])=[CH:10][C:9]=1[N+:20]([O-:22])=[O:21])([CH3:4])([CH3:3])[CH3:2].[I-].[CH3:25][S+](C)(C)=O, predict the reaction product. The product is: [C:1]([O:5][C:6](=[O:23])[NH:7][C:8]1[CH:13]=[C:12]([CH:14]2[CH2:25][CH2:15]2)[C:11]([C:16]([F:18])([F:19])[F:17])=[CH:10][C:9]=1[N+:20]([O-:22])=[O:21])([CH3:2])([CH3:3])[CH3:4].